From a dataset of Full USPTO retrosynthesis dataset with 1.9M reactions from patents (1976-2016). Predict the reactants needed to synthesize the given product. (1) Given the product [C:27]([O:31][N:32]=[C:12]([CH2:11][O:10][CH2:9][CH2:8][CH2:7][CH2:6][CH2:5][O:4][C:3]1[C:2]([Cl:1])=[CH:18][C:17]([O:19][CH2:20][CH:21]=[C:22]([Cl:24])[Cl:23])=[CH:16][C:15]=1[Cl:25])[CH3:13])([CH3:30])([CH3:29])[CH3:28], predict the reactants needed to synthesize it. The reactants are: [Cl:1][C:2]1[CH:18]=[C:17]([O:19][CH2:20][CH:21]=[C:22]([Cl:24])[Cl:23])[CH:16]=[C:15]([Cl:25])[C:3]=1[O:4][CH2:5][CH2:6][CH2:7][CH2:8][CH2:9][O:10][CH2:11][C:12](=O)[CH3:13].Cl.[C:27]([O:31][NH2:32])([CH3:30])([CH3:29])[CH3:28].Cl. (2) Given the product [Br:1][C:2]1[CH:3]=[C:4]([CH2:39][C:40]([OH:42])=[O:41])[CH:5]=[C:6]([Br:38])[C:7]=1[O:8][C:9]1[CH:14]=[C:13]([CH:15]([CH3:17])[CH3:16])[C:12]([O:18][CH3:19])=[CH:11][C:10]=1[CH:20]([O:28][C:29]1[CH:30]=[CH:31][C:32]([NH2:35])=[CH:33][CH:34]=1)[C:21]1[CH:26]=[CH:25][CH:24]=[C:23]([CH3:27])[CH:22]=1, predict the reactants needed to synthesize it. The reactants are: [Br:1][C:2]1[CH:3]=[C:4]([CH2:39][C:40]([OH:42])=[O:41])[CH:5]=[C:6]([Br:38])[C:7]=1[O:8][C:9]1[CH:14]=[C:13]([CH:15]([CH3:17])[CH3:16])[C:12]([O:18][CH3:19])=[CH:11][C:10]=1[CH:20]([O:28][C:29]1[CH:34]=[CH:33][C:32]([N+:35]([O-])=O)=[CH:31][CH:30]=1)[C:21]1[CH:26]=[CH:25][CH:24]=[C:23]([CH3:27])[CH:22]=1.[O-]S(S([O-])=O)=O.[Na+].[Na+]. (3) Given the product [Br:1][C:2]1[C:7]([O:8][CH2:30][C:31]([NH2:33])=[O:32])=[C:6]([CH2:9][CH2:10][N:11]2[CH2:16][CH2:15][N:14]([C:17]3[CH:26]=[CH:25][CH:24]=[C:23]4[C:18]=3[CH:19]=[N:20][C:21]([CH3:27])=[N:22]4)[CH2:13][CH2:12]2)[C:5]([F:28])=[CH:4][CH:3]=1, predict the reactants needed to synthesize it. The reactants are: [Br:1][C:2]1[C:7]([OH:8])=[C:6]([CH2:9][CH2:10][N:11]2[CH2:16][CH2:15][N:14]([C:17]3[CH:26]=[CH:25][CH:24]=[C:23]4[C:18]=3[CH:19]=[N:20][C:21]([CH3:27])=[N:22]4)[CH2:13][CH2:12]2)[C:5]([F:28])=[CH:4][CH:3]=1.Br[CH2:30][C:31]([NH2:33])=[O:32].C([O-])([O-])=O.[K+].[K+].